Dataset: Reaction yield outcomes from USPTO patents with 853,638 reactions. Task: Predict the reaction yield, written as a fraction of the theoretical maximum amount of product (1.0 means a 100% yield; for example, 0.34 means a 34% yield). (1) The yield is 0.770. The product is [CH:34]1([CH:37]([O:39][C:40](=[O:41])[NH:1][C:2]2[CH:7]=[CH:6][C:5]([C:8]3[N:9]([CH:23]4[CH2:26][CH2:25][CH2:24]4)[C:10]4[C:15]([C:16]=3[C:17]#[N:18])=[CH:14][CH:13]=[C:12]([O:19][CH2:20][CH2:21][Cl:22])[CH:11]=4)=[CH:4][CH:3]=2)[CH3:38])[CH2:36][CH2:35]1. The catalyst is ClCCCl.CN(C1C=CN=CC=1)C.Cl. The reactants are [NH2:1][C:2]1[CH:7]=[CH:6][C:5]([C:8]2[N:9]([CH:23]3[CH2:26][CH2:25][CH2:24]3)[C:10]3[C:15]([C:16]=2[C:17]#[N:18])=[CH:14][CH:13]=[C:12]([O:19][CH2:20][CH2:21][Cl:22])[CH:11]=3)=[CH:4][CH:3]=1.C1(C)C=CC=CC=1.[CH:34]1([C@H:37]([OH:39])[CH3:38])[CH2:36][CH2:35]1.[C:40](Cl)(Cl)=[O:41]. (2) The reactants are [C:1]([C:4]1[CH:9]=[C:8]([F:10])[CH:7]=[CH:6][C:5]=1[S:11][C:12]1[S:13][CH:14]=[CH:15][C:16]=1[C:17](O)=[O:18])(O)=[O:2].C(C1C=CC=C([N+]([O-])=O)C=1SC1C=CC(F)=CC=1C(O)=O)(O)=O.B. No catalyst specified. The yield is 0.810. The product is [F:10][C:8]1[CH:7]=[CH:6][C:5]([S:11][C:12]2[S:13][CH:14]=[CH:15][C:16]=2[CH2:17][OH:18])=[C:4]([CH2:1][OH:2])[CH:9]=1. (3) The reactants are Cl[C:2]1[CH:7]=[C:6]([C:8]([F:11])([F:10])[F:9])[N:5]=[C:4]([C:12]2[CH:17]=[CH:16][CH:15]=[CH:14][N:13]=2)[N:3]=1.[CH3:18][NH:19][C:20]1[CH:25]=[CH:24][CH:23]=[C:22]([O:26][CH3:27])[CH:21]=1. No catalyst specified. The product is [CH3:18][N:19]([C:2]1[CH:7]=[C:6]([C:8]([F:11])([F:10])[F:9])[N:5]=[C:4]([C:12]2[CH:17]=[CH:16][CH:15]=[CH:14][N:13]=2)[N:3]=1)[C:20]1[CH:25]=[CH:24][CH:23]=[C:22]([O:26][CH3:27])[CH:21]=1. The yield is 1.00. (4) The catalyst is C(OCC)(=O)C.C(O)C.[Pd]. The reactants are [CH3:1][O:2][C:3]1[CH:8]=[C:7]([N+:9]([O-])=O)[CH:6]=[CH:5][C:4]=1[O:12][C:13]1[CH:18]=[CH:17][CH:16]=[CH:15][CH:14]=1. The yield is 0.960. The product is [CH3:1][O:2][C:3]1[CH:8]=[C:7]([CH:6]=[CH:5][C:4]=1[O:12][C:13]1[CH:14]=[CH:15][CH:16]=[CH:17][CH:18]=1)[NH2:9]. (5) The reactants are FC(F)(F)S(O[C:7]1[CH:16]=[C:15]2[C:10]([CH:11]=[CH:12][C:13]([C:17]([O:19][CH3:20])=[O:18])=[CH:14]2)=[CH:9][CH:8]=1)(=O)=O.CC1(C)C(C)(C)OB([C:31]2[CH:36]=[CH:35][C:34]([OH:37])=[CH:33][CH:32]=2)O1. The catalyst is C(COC)OC.C([O-])([O-])=O.[Na+].[Na+]. The product is [OH:37][C:34]1[CH:35]=[CH:36][C:31]([C:7]2[CH:16]=[C:15]3[C:10]([CH:11]=[CH:12][C:13]([C:17]([O:19][CH3:20])=[O:18])=[CH:14]3)=[CH:9][CH:8]=2)=[CH:32][CH:33]=1. The yield is 0.955. (6) The reactants are [OH:1][N:2]1[C:10](=[O:11])[C:9]2[C:4](=[CH:5][CH:6]=[CH:7][CH:8]=2)[C:3]1=[O:12].Cl.Cl[CH2:15][C:16]1[N:17]=[C:18]([NH2:21])[S:19][CH:20]=1.C(=O)([O-])[O-].[Cs+].[Cs+].[I-].[K+]. The catalyst is C(#N)C.O. The product is [NH2:21][C:18]1[S:19][CH:20]=[C:16]([CH2:15][O:1][N:2]2[C:10](=[O:11])[C:9]3[C:4](=[CH:5][CH:6]=[CH:7][CH:8]=3)[C:3]2=[O:12])[N:17]=1. The yield is 0.430.